Dataset: Catalyst prediction with 721,799 reactions and 888 catalyst types from USPTO. Task: Predict which catalyst facilitates the given reaction. Reactant: C(OC([NH:8][CH2:9][CH2:10][NH:11][S:12]([CH2:15][CH2:16][O:17][CH3:18])(=[O:14])=[O:13])=O)(C)(C)C.[ClH:19]. Product: [ClH:19].[NH2:8][CH2:9][CH2:10][NH:11][S:12]([CH2:15][CH2:16][O:17][CH3:18])(=[O:14])=[O:13]. The catalyst class is: 5.